Predict the reaction yield, written as a fraction of the theoretical maximum amount of product (1.0 means a 100% yield; for example, 0.34 means a 34% yield). From a dataset of Reaction yield outcomes from USPTO patents with 853,638 reactions. (1) The reactants are Cl.[NH2:2][C@@H:3]([CH2:17][CH:18]1[CH2:23][CH2:22][CH2:21][CH2:20][O:19]1)[C:4]([NH:6][C:7]1[CH:11]=[CH:10][N:9]([CH2:12][C:13]([OH:16])([CH3:15])[CH3:14])[N:8]=1)=[O:5].C(N(CC)C(C)C)(C)C.C1(C[C@H](N2[CH2:58][C:57]([O:59][C:60]3[C:65]([F:66])=[CH:64][CH:63]=[CH:62][C:61]=3[F:67])=[CH:56][C:55]2=[O:68])C(NC2C=CN(CC(O)(C)C)N=2)=O)CCCCC1. The catalyst is CO. The product is [F:66][C:65]1[CH:64]=[CH:63][CH:62]=[C:61]([F:67])[C:60]=1[O:59][C:57]1[CH2:58][N:2]([C@@H:3]([CH2:17][CH:18]2[CH2:23][CH2:22][CH2:21][CH2:20][O:19]2)[C:4]([NH:6][C:7]2[CH:11]=[CH:10][N:9]([CH2:12][C:13]([OH:16])([CH3:14])[CH3:15])[N:8]=2)=[O:5])[C:55](=[O:68])[CH:56]=1. The yield is 0.290. (2) The reactants are Br[C:2]1[C:7]([CH3:8])=[CH:6][C:5]([OH:9])=[CH:4][C:3]=1[CH3:10].[CH:11]([C:13]1[CH:14]=[C:15](B(O)O)[CH:16]=[CH:17][CH:18]=1)=[O:12].O.C(OCC)(=O)C. The catalyst is C(=O)([O-])[O-].[Na+].[Na+].C(O)C.C1(C)C=CC=CC=1.C1C=CC([P]([Pd]([P](C2C=CC=CC=2)(C2C=CC=CC=2)C2C=CC=CC=2)([P](C2C=CC=CC=2)(C2C=CC=CC=2)C2C=CC=CC=2)[P](C2C=CC=CC=2)(C2C=CC=CC=2)C2C=CC=CC=2)(C2C=CC=CC=2)C2C=CC=CC=2)=CC=1. The product is [OH:9][C:5]1[CH:6]=[C:7]([CH3:8])[C:2]([C:17]2[CH:16]=[CH:15][CH:14]=[C:13]([CH:11]=[O:12])[CH:18]=2)=[C:3]([CH3:10])[CH:4]=1. The yield is 0.740.